Dataset: Catalyst prediction with 721,799 reactions and 888 catalyst types from USPTO. Task: Predict which catalyst facilitates the given reaction. (1) Reactant: C([O:3][C:4]([C:6]1[O:10][C:9]([C:11]2[CH:16]=[CH:15][CH:14]=[CH:13][CH:12]=2)=[N:8][C:7]=1[C:17]1[CH:22]=[CH:21][CH:20]=[CH:19][CH:18]=1)=[O:5])C.[OH-].[Na+]. Product: [C:11]1([C:9]2[O:10][C:6]([C:4]([OH:5])=[O:3])=[C:7]([C:17]3[CH:18]=[CH:19][CH:20]=[CH:21][CH:22]=3)[N:8]=2)[CH:12]=[CH:13][CH:14]=[CH:15][CH:16]=1. The catalyst class is: 12. (2) The catalyst class is: 8. Reactant: [Cl:1][C:2]1[CH:3]=[C:4]([C:10]([C:19]2[N:23](COCC[Si](C)(C)C)[C:22]([C:32]3[CH:37]=[CH:36][CH:35]=[CH:34][N:33]=3)=[N:21][C:20]=2[I:38])(O)[CH2:11][CH:12]2[CH2:17][CH2:16][O:15][CH2:14][CH2:13]2)[CH:5]=[CH:6][C:7]=1[S:8][CH3:9].Cl.C(=O)([O-])O.[Na+]. Product: [Cl:1][C:2]1[CH:3]=[C:4](/[C:10](/[C:19]2[NH:23][C:22]([C:32]3[CH:37]=[CH:36][CH:35]=[CH:34][N:33]=3)=[N:21][C:20]=2[I:38])=[CH:11]\[CH:12]2[CH2:13][CH2:14][O:15][CH2:16][CH2:17]2)[CH:5]=[CH:6][C:7]=1[S:8][CH3:9]. (3) Reactant: [H-].[Na+].[C:3]([O:7][C:8]([NH:10][C:11]1[CH:19]=[CH:18][CH:17]=[C:16]2[C:12]=1[CH:13]=[CH:14][N:15]2[CH:20]([C:25]1[CH:30]=[CH:29][C:28]([Cl:31])=[CH:27][CH:26]=1)[C:21]([O:23][CH3:24])=[O:22])=[O:9])([CH3:6])([CH3:5])[CH3:4].[F:32][CH2:33][CH2:34]I. The catalyst class is: 3. Product: [C:3]([O:7][C:8]([NH:10][C:11]1[CH:19]=[CH:18][CH:17]=[C:16]2[C:12]=1[CH:13]=[CH:14][N:15]2[C:20]([C:25]1[CH:30]=[CH:29][C:28]([Cl:31])=[CH:27][CH:26]=1)([CH2:34][CH2:33][F:32])[C:21]([O:23][CH3:24])=[O:22])=[O:9])([CH3:6])([CH3:4])[CH3:5]. (4) Product: [C:21]([O:25][C:26](=[O:39])[CH2:27][C:28]1([N:3]2[CH2:8][CH2:7][C:6](=[O:9])[CH2:5][CH2:4]2)[CH2:31][N:30]([C:32]([O:34][C:35]([CH3:38])([CH3:37])[CH3:36])=[O:33])[CH2:29]1)([CH3:23])([CH3:24])[CH3:22]. Reactant: O.Cl.[NH:3]1[CH2:8][CH2:7][C:6](=[O:9])[CH2:5][CH2:4]1.N12CCCN=C1CCCCC2.[C:21]([O:25][C:26](=[O:39])[CH:27]=[C:28]1[CH2:31][N:30]([C:32]([O:34][C:35]([CH3:38])([CH3:37])[CH3:36])=[O:33])[CH2:29]1)([CH3:24])([CH3:23])[CH3:22]. The catalyst class is: 290. (5) Reactant: CS[C:3]1[N:8]=[C:7]([O:9][CH2:10][C@H:11]2[CH2:13][C@H:12]2[C:14]#[N:15])[CH:6]=[C:5]([N:16]2[CH2:21][CH2:20][CH:19]([C:22]3[C:30]4[C:25](=[N:26][CH:27]=[CH:28][CH:29]=4)[NH:24][N:23]=3)[CH2:18][CH2:17]2)[N:4]=1.Cl.O[O:33][S:34]([O-:36])=O.[K+].[CH2:38]1COCC1. Product: [CH3:38][S:34]([C:3]1[N:8]=[C:7]([O:9][CH2:10][C@H:11]2[CH2:13][C@H:12]2[C:14]#[N:15])[CH:6]=[C:5]([N:16]2[CH2:17][CH2:18][CH:19]([C:22]3[C:30]4[C:25](=[N:26][CH:27]=[CH:28][CH:29]=4)[NH:24][N:23]=3)[CH2:20][CH2:21]2)[N:4]=1)(=[O:36])=[O:33]. The catalyst class is: 238. (6) Reactant: [Cl:1][C:2]1[CH:3]=[C:4]2[C:9](=[CH:10][C:11]=1[Cl:12])[C:8](=[O:13])[N:7]([CH2:14][C:15]([CH3:18])([CH3:17])[CH3:16])[C:6]([C:19]([O:21][C:22]([CH3:25])([CH3:24])[CH3:23])=[O:20])=[C:5]2[OH:26].[CH2:27](O)[C:28]1[CH:33]=[CH:32][CH:31]=[CH:30][CH:29]=1.C1(P(C2C=CC=CC=2)C2C=CC=CC=2)C=CC=CC=1.N(C(OCC)=O)=NC(OCC)=O. Product: [CH2:27]([O:26][C:5]1[C:4]2[C:9](=[CH:10][C:11]([Cl:12])=[C:2]([Cl:1])[CH:3]=2)[C:8](=[O:13])[N:7]([CH2:14][C:15]([CH3:18])([CH3:16])[CH3:17])[C:6]=1[C:19]([O:21][C:22]([CH3:25])([CH3:24])[CH3:23])=[O:20])[C:28]1[CH:33]=[CH:32][CH:31]=[CH:30][CH:29]=1. The catalyst class is: 7. (7) Reactant: [CH2:1]([O:8][C:9]1[CH:14]=[CH:13][C:12](Br)=[CH:11][C:10]=1[CH:16]1[CH2:20][CH2:19][CH2:18][CH2:17]1)[C:2]1[CH:7]=[CH:6][CH:5]=[CH:4][CH:3]=1.[Li]CCCC.CN([CH:29]=[O:30])C.Cl. Product: [CH2:1]([O:8][C:9]1[CH:14]=[CH:13][C:12]([CH:29]=[O:30])=[CH:11][C:10]=1[CH:16]1[CH2:20][CH2:19][CH2:18][CH2:17]1)[C:2]1[CH:7]=[CH:6][CH:5]=[CH:4][CH:3]=1. The catalyst class is: 7. (8) Reactant: [N:1]1[CH:6]=[CH:5][N:4]=[CH:3][C:2]=1[C:7]1([NH:10]C(=O)OCC=C)[CH2:9][CH2:8]1.N1CCOCC1. Product: [N:1]1[CH:6]=[CH:5][N:4]=[CH:3][C:2]=1[C:7]1([NH2:10])[CH2:9][CH2:8]1. The catalyst class is: 176. (9) Reactant: [OH:1]/[N:2]=[CH:3]/[C:4]1[CH:9]=[CH:8][C:7]([N:10]2[CH2:15][CH2:14][N:13]([C:16]([O:18][C:19]([CH3:22])([CH3:21])[CH3:20])=[O:17])[CH2:12][CH2:11]2)=[CH:6][CH:5]=1.[O-]Cl.[Na+].[C-:26]#[N:27].[K+]. Product: [C:26](/[C:3](=[N:2]\[OH:1])/[C:4]1[CH:5]=[CH:6][C:7]([N:10]2[CH2:11][CH2:12][N:13]([C:16]([O:18][C:19]([CH3:22])([CH3:21])[CH3:20])=[O:17])[CH2:14][CH2:15]2)=[CH:8][CH:9]=1)#[N:27]. The catalyst class is: 448. (10) Reactant: [CH3:1][C:2]1([C:5]2[NH:14][C:8]3=[N+:9]([O-])[CH:10]=[CH:11][CH:12]=[C:7]3[CH:6]=2)[CH2:4][CH2:3]1.CS([Cl:19])(=O)=O.O.[OH-].[Na+]. Product: [Cl:19][C:12]1[CH:11]=[CH:10][N:9]=[C:8]2[NH:14][C:5]([C:2]3([CH3:1])[CH2:4][CH2:3]3)=[CH:6][C:7]=12. The catalyst class is: 3.